This data is from Reaction yield outcomes from USPTO patents with 853,638 reactions. The task is: Predict the reaction yield, written as a fraction of the theoretical maximum amount of product (1.0 means a 100% yield; for example, 0.34 means a 34% yield). (1) The yield is 0.220. The product is [Br:15][C:16]1[C:17]([N:31]([CH3:36])[S:32]([CH3:35])(=[O:33])=[O:34])=[CH:18][C:19]2[O:23][C:22]([CH:24]3[CH2:6][C:5]3([F:13])[F:14])=[C:21]([C:26]([NH:28][CH3:29])=[O:27])[C:20]=2[CH:30]=1. The reactants are FS([C:5]([F:14])([F:13])[C:6](O[Si](C)(C)C)=O)(=O)=O.[Br:15][C:16]1[C:17]([N:31]([CH3:36])[S:32]([CH3:35])(=[O:34])=[O:33])=[CH:18][C:19]2[O:23][C:22]([CH:24]=C)=[C:21]([C:26]([NH:28][CH3:29])=[O:27])[C:20]=2[CH:30]=1.[F-].[Na+]. The catalyst is C1(C)C=CC=CC=1.COCCOCCOC. (2) The reactants are Cl[C:2]1[C:11]2[C:6](=[CH:7][C:8]([O:14][CH3:15])=[C:9]([O:12][CH3:13])[CH:10]=2)[N:5]=[CH:4][N:3]=1.[F:16][C:17]1[CH:22]=[C:21]([N+:23]([O-:25])=[O:24])[CH:20]=[CH:19][C:18]=1[NH2:26].Cl. The catalyst is C(C#N)(C)=O. The product is [CH3:13][O:12][C:9]1[CH:10]=[C:11]2[C:6](=[CH:7][C:8]=1[O:14][CH3:15])[N:5]=[CH:4][N:3]=[C:2]2[NH:26][C:18]1[CH:19]=[CH:20][C:21]([N+:23]([O-:25])=[O:24])=[CH:22][C:17]=1[F:16]. The yield is 0.800. (3) The catalyst is C1COCC1.C(N=C=NC(C)C)(C)C. The yield is 0.650. The product is [F:28][C:29]([F:48])([F:47])[C@H:30]([O:37][C:38]([C:39]1[CH:44]=[CH:43][C:42]([O:24][C:23]([C:20]2[CH:19]=[CH:18][C:17]([C:14]3[CH:15]=[CH:16][C:11]([O:10][CH2:9][CH2:8][CH2:7][CH2:6][O:5][CH2:1][CH2:2][CH2:3][CH2:4][CH3:49])=[C:12]([F:27])[C:13]=3[F:26])=[CH:22][CH:21]=2)=[O:25])=[CH:41][CH:40]=1)=[O:46])[CH2:31][CH2:32][CH2:33][CH2:34][CH2:35][CH3:36]. The reactants are [CH2:1]([O:5][CH2:6][CH2:7][CH2:8][CH2:9][O:10][C:11]1[CH:16]=[CH:15][C:14]([C:17]2[CH:22]=[CH:21][C:20]([C:23]([OH:25])=[O:24])=[CH:19][CH:18]=2)=[C:13]([F:26])[C:12]=1[F:27])[CH2:2][CH2:3][CH3:4].[F:28][C:29]([F:48])([F:47])[C@H:30]([O:37][C:38](=[O:46])[C:39]1[CH:44]=[CH:43][C:42](O)=[CH:41][CH:40]=1)[CH2:31][CH2:32][CH2:33][CH2:34][CH2:35][CH3:36].[CH3:49]N(C1C=CC=CN=1)C. (4) The reactants are [Br:1][C:2]1[CH:11]=[CH:10][C:5]([C:6]([O:8]C)=O)=[CH:4][C:3]=1[CH2:12][CH2:13][CH3:14].[Cl-].[Na+].[CH2:17]([Mg]Br)[CH3:18].[Cl-].[NH4+].O1CC[CH2:25][CH2:24]1. The catalyst is C(OCC)C.C(OCC)(=O)C. The product is [Br:1][C:2]1[CH:11]=[CH:10][C:5]([C:6]([OH:8])([CH2:17][CH3:18])[CH2:24][CH3:25])=[CH:4][C:3]=1[CH2:12][CH2:13][CH3:14]. The yield is 0.960.